Dataset: Reaction yield outcomes from USPTO patents with 853,638 reactions. Task: Predict the reaction yield, written as a fraction of the theoretical maximum amount of product (1.0 means a 100% yield; for example, 0.34 means a 34% yield). (1) The reactants are [CH2:1]([O:3][C:4](=[O:14])[C:5]([CH3:13])([CH:7]1[CH2:12][CH2:11][NH:10][CH2:9][CH2:8]1)[CH3:6])[CH3:2].C(N(CC)CC)C.[C:22](Cl)(=[O:24])[CH3:23]. The catalyst is C(Cl)Cl. The product is [CH2:1]([O:3][C:4](=[O:14])[C:5]([CH:7]1[CH2:12][CH2:11][N:10]([C:22](=[O:24])[CH3:23])[CH2:9][CH2:8]1)([CH3:13])[CH3:6])[CH3:2]. The yield is 0.990. (2) The reactants are C([O-])([O-])=O.[K+].[K+].[NH2:7][C:8]1[CH:13]=[CH:12][CH:11]=[CH:10][CH:9]=1.Br[CH2:15][C:16]1[C:25]2[C:20](=[CH:21][CH:22]=[CH:23][CH:24]=2)[NH:19][C:18](=[O:26])[CH:17]=1. The yield is 0.476. The product is [C:8]1([NH:7][CH2:15][C:16]2[C:25]3[C:20](=[CH:21][CH:22]=[CH:23][CH:24]=3)[NH:19][C:18](=[O:26])[CH:17]=2)[CH:13]=[CH:12][CH:11]=[CH:10][CH:9]=1. The catalyst is CN(C=O)C. (3) The reactants are [CH2:1]([N:3]([CH2:37][CH3:38])[CH2:4][CH2:5][CH2:6][NH:7][C:8]1[N:9]=[C:10]([C:27]2[CH:28]=[C:29]([CH:33]=[CH:34][C:35]=2[CH3:36])[C:30](O)=[O:31])[C:11]2[CH:17]=[CH:16][C:15](=[O:18])[N:14]([C:19]3[C:24]([F:25])=[CH:23][CH:22]=[CH:21][C:20]=3[F:26])[C:12]=2[N:13]=1)[CH3:2].CN(C(O[N:47]1N=[N:54][C:49]2C=[CH:51][CH:52]=[CH:53][C:48]1=2)=[N+](C)C)C.F[P-](F)(F)(F)(F)F.C(N(CC)CC)C.NC1C=NC=CC=1. The catalyst is CN(C=O)C. The product is [CH2:37]([N:3]([CH2:1][CH3:2])[CH2:4][CH2:5][CH2:6][NH:7][C:8]1[N:9]=[C:10]([C:27]2[CH:28]=[C:29]([CH:33]=[CH:34][C:35]=2[CH3:36])[C:30]([NH:47][C:48]2[CH:49]=[N:54][CH:51]=[CH:52][CH:53]=2)=[O:31])[C:11]2[CH:17]=[CH:16][C:15](=[O:18])[N:14]([C:19]3[C:24]([F:25])=[CH:23][CH:22]=[CH:21][C:20]=3[F:26])[C:12]=2[N:13]=1)[CH3:38]. The yield is 0.0900. (4) The reactants are [F:1][C:2]1[C:3]2[N:4]([CH:12]=[CH:13][N:14]=2)[CH:5]=[CH:6][C:7]=1[C:8]([F:11])([F:10])[F:9].Br[C:16]1[CH:17]=[CH:18][C:19]([F:31])=[C:20]([C:22]2[C:23]([C:29]#[N:30])=[CH:24][C:25]([F:28])=[CH:26][CH:27]=2)[CH:21]=1. No catalyst specified. The product is [F:28][C:25]1[CH:24]=[C:23]([C:29]#[N:30])[C:22]([C:20]2[CH:21]=[C:16]([C:12]3[N:4]4[CH:5]=[CH:6][C:7]([C:8]([F:9])([F:10])[F:11])=[C:2]([F:1])[C:3]4=[N:14][CH:13]=3)[CH:17]=[CH:18][C:19]=2[F:31])=[CH:27][CH:26]=1. The yield is 0.450. (5) The reactants are [N:1]1[CH:6]=[CH:5][CH:4]=[CH:3][C:2]=1[C:7]1([OH:17])[CH2:16][CH2:15][C:10]2(OCC[O:11]2)[CH2:9][CH2:8]1.Cl. The catalyst is O1CCCC1. The product is [OH:17][C:7]1([C:2]2[CH:3]=[CH:4][CH:5]=[CH:6][N:1]=2)[CH2:8][CH2:9][C:10](=[O:11])[CH2:15][CH2:16]1. The yield is 0.920. (6) The reactants are CC([O-])(C)C.[K+].[C:7]([CH2:9][C:10]([NH2:12])=[O:11])#[N:8].[CH3:13][C:14](=O)/[CH:15]=[CH:16]/[CH2:17][CH2:18][CH3:19]. The catalyst is CS(C)=O. The product is [CH3:13][C:14]1[NH:12][C:10](=[O:11])[C:9]([C:7]#[N:8])=[C:16]([CH2:17][CH2:18][CH3:19])[CH:15]=1. The yield is 0.320. (7) The reactants are [NH2:1][C:2]1[C:6]([CH3:7])=[CH:5][S:4][C:3]=1[C:8]([O:10]C)=[O:9].[OH-].[Na+].Cl. No catalyst specified. The product is [NH2:1][C:2]1[C:6]([CH3:7])=[CH:5][S:4][C:3]=1[C:8]([OH:10])=[O:9]. The yield is 0.650. (8) The reactants are C[O:2][C:3](=[O:33])[CH:4]([C:8]1[C:9]([C:27]2[CH:32]=[CH:31][CH:30]=[CH:29][CH:28]=2)=[N:10][C:11]([N:21]2[CH2:26][CH2:25][CH2:24][CH2:23][CH2:22]2)=[N:12][C:13]=1[C:14]1[CH:19]=[CH:18][C:17]([CH3:20])=[CH:16][CH:15]=1)[CH2:5][CH2:6][CH3:7].[OH-].[Na+]. The catalyst is CO. The product is [C:27]1([C:9]2[C:8]([CH:4]([CH2:5][CH2:6][CH3:7])[C:3]([OH:33])=[O:2])=[C:13]([C:14]3[CH:15]=[CH:16][C:17]([CH3:20])=[CH:18][CH:19]=3)[N:12]=[C:11]([N:21]3[CH2:26][CH2:25][CH2:24][CH2:23][CH2:22]3)[N:10]=2)[CH:28]=[CH:29][CH:30]=[CH:31][CH:32]=1. The yield is 0.680. (9) The reactants are [N:1]12[CH2:8][CH2:7][C:4]([C:9]([C:17]3[CH:22]=[CH:21][CH:20]=[CH:19][CH:18]=3)([C:11]3[CH:16]=[CH:15][CH:14]=[CH:13][CH:12]=3)[OH:10])([CH2:5][CH2:6]1)[CH2:3][CH2:2]2.[Br:23][CH2:24][CH2:25][CH2:26][O:27][C:28]1[CH:35]=[CH:34][C:31]([C:32]#[N:33])=[CH:30][CH:29]=1. The catalyst is CC#N. The product is [Br-:23].[C:32]([C:31]1[CH:34]=[CH:35][C:28]([O:27][CH2:26][CH2:25][CH2:24][N+:1]23[CH2:6][CH2:5][C:4]([C:9]([OH:10])([C:17]4[CH:22]=[CH:21][CH:20]=[CH:19][CH:18]=4)[C:11]4[CH:12]=[CH:13][CH:14]=[CH:15][CH:16]=4)([CH2:3][CH2:2]2)[CH2:7][CH2:8]3)=[CH:29][CH:30]=1)#[N:33]. The yield is 0.768.